From a dataset of Forward reaction prediction with 1.9M reactions from USPTO patents (1976-2016). Predict the product of the given reaction. (1) Given the reactants C1(C2OC(C(F)(F)F)=C(C(NC3C=CC(N4CCN(C(C5CCCC5C(O)=O)=O)CC4)=CC=3)=O)N=2)C=CC=CC=1.[C:41]1([C:47]2[O:48][C:49]([C:78]([F:81])([F:80])[F:79])=[C:50]([C:52]([NH:54][C:55]3[CH:60]=[CH:59][C:58]([N:61]4[CH2:66][CH2:65][N:64]([C:67]([CH:69]5[CH2:74][CH2:73][CH2:72][CH:71]([C:75]([OH:77])=[O:76])[CH2:70]5)=[O:68])[CH2:63][CH2:62]4)=[CH:57][CH:56]=3)=[O:53])[N:51]=2)[CH:46]=[CH:45][CH:44]=[CH:43][CH:42]=1.COC(C1CCCC(C(N2CCN(C3C=CC(NC(C4N=C(C5C=CC=CC=5)OC=4C(F)(F)F)=O)=CC=3)CC2)=O)C1)=O.[OH-].[Li+], predict the reaction product. The product is: [C:41]1([C:47]2[O:48][C:49]([C:78]([F:79])([F:80])[F:81])=[C:50]([C:52]([NH:54][C:55]3[CH:60]=[CH:59][C:58]([N:61]4[CH2:66][CH2:65][N:64]([C:67]([C@@H:69]5[CH2:74][CH2:73][CH2:72][C@H:71]([C:75]([OH:77])=[O:76])[CH2:70]5)=[O:68])[CH2:63][CH2:62]4)=[CH:57][CH:56]=3)=[O:53])[N:51]=2)[CH:46]=[CH:45][CH:44]=[CH:43][CH:42]=1. (2) Given the reactants O[CH:2]=[C:3]1[C:11]2[C:6](=[CH:7][C:8]([C:12]([C:14]3[CH:19]=[CH:18][C:17]([NH:20][C:21]([C:23]4[N:24]([C:29]([CH3:32])([CH3:31])[CH3:30])[N:25]=[C:26]([CH3:28])[CH:27]=4)=[O:22])=[CH:16][CH:15]=3)=[O:13])=[CH:9][CH:10]=2)[NH:5][C:4]1=[O:33].[NH2:34][C:35]1[CH:40]=[CH:39][C:38]([N:41]2[CH2:46][CH2:45][O:44][CH2:43][CH2:42]2)=[CH:37][CH:36]=1, predict the reaction product. The product is: [N:41]1([C:38]2[CH:37]=[CH:36][C:35]([NH:34][CH:2]=[C:3]3[C:11]4[C:6](=[CH:7][C:8]([C:12]([C:14]5[CH:15]=[CH:16][C:17]([NH:20][C:21]([C:23]6[N:24]([C:29]([CH3:31])([CH3:30])[CH3:32])[N:25]=[C:26]([CH3:28])[CH:27]=6)=[O:22])=[CH:18][CH:19]=5)=[O:13])=[CH:9][CH:10]=4)[NH:5][C:4]3=[O:33])=[CH:40][CH:39]=2)[CH2:46][CH2:45][O:44][CH2:43][CH2:42]1. (3) Given the reactants [F:1][C:2]1[C:3]([C:18]([F:21])([F:20])[F:19])=[C:4]([C:8]2(O)[CH2:13][CH2:12][N:11]([CH2:14][CH2:15][CH3:16])[CH2:10][CH2:9]2)[CH:5]=[CH:6][CH:7]=1, predict the reaction product. The product is: [F:1][C:2]1[C:3]([C:18]([F:21])([F:19])[F:20])=[C:4]([C:8]2[CH2:13][CH2:12][N:11]([CH2:14][CH2:15][CH3:16])[CH2:10][CH:9]=2)[CH:5]=[CH:6][CH:7]=1. (4) Given the reactants FC(F)(F)C(O)=O.[O:8]1[C:12]2[CH:13]=[CH:14][C:15]([NH:17][C:18]3[CH:30]=[C:29]([C:31]4[CH:36]=[CH:35][C:34]([NH:37][S:38]([CH3:41])(=[O:40])=[O:39])=[CH:33][CH:32]=4)[CH:28]=[CH:27][C:19]=3[C:20]([O:22]C(C)(C)C)=[O:21])=[CH:16][C:11]=2[O:10][CH2:9]1, predict the reaction product. The product is: [O:8]1[C:12]2[CH:13]=[CH:14][C:15]([NH:17][C:18]3[CH:30]=[C:29]([C:31]4[CH:36]=[CH:35][C:34]([NH:37][S:38]([CH3:41])(=[O:39])=[O:40])=[CH:33][CH:32]=4)[CH:28]=[CH:27][C:19]=3[C:20]([OH:22])=[O:21])=[CH:16][C:11]=2[O:10][CH2:9]1.